The task is: Regression. Given two drug SMILES strings and cell line genomic features, predict the synergy score measuring deviation from expected non-interaction effect.. This data is from NCI-60 drug combinations with 297,098 pairs across 59 cell lines. (1) Drug 1: CCCCC(=O)OCC(=O)C1(CC(C2=C(C1)C(=C3C(=C2O)C(=O)C4=C(C3=O)C=CC=C4OC)O)OC5CC(C(C(O5)C)O)NC(=O)C(F)(F)F)O. Drug 2: CCCCCOC(=O)NC1=NC(=O)N(C=C1F)C2C(C(C(O2)C)O)O. Cell line: UACC-257. Synergy scores: CSS=14.6, Synergy_ZIP=1.71, Synergy_Bliss=-6.41, Synergy_Loewe=-7.21, Synergy_HSA=-5.61. (2) Drug 1: COC1=NC(=NC2=C1N=CN2C3C(C(C(O3)CO)O)O)N. Drug 2: CC1CCC2CC(C(=CC=CC=CC(CC(C(=O)C(C(C(=CC(C(=O)CC(OC(=O)C3CCCCN3C(=O)C(=O)C1(O2)O)C(C)CC4CCC(C(C4)OC)O)C)C)O)OC)C)C)C)OC. Cell line: MDA-MB-435. Synergy scores: CSS=13.8, Synergy_ZIP=-3.81, Synergy_Bliss=3.11, Synergy_Loewe=-9.49, Synergy_HSA=3.06. (3) Drug 1: C(=O)(N)NO. Drug 2: C1=NNC2=C1C(=O)NC=N2. Cell line: UO-31. Synergy scores: CSS=2.46, Synergy_ZIP=-1.89, Synergy_Bliss=-0.353, Synergy_Loewe=-0.994, Synergy_HSA=-0.196. (4) Drug 1: CCC1(CC2CC(C3=C(CCN(C2)C1)C4=CC=CC=C4N3)(C5=C(C=C6C(=C5)C78CCN9C7C(C=CC9)(C(C(C8N6C=O)(C(=O)OC)O)OC(=O)C)CC)OC)C(=O)OC)O.OS(=O)(=O)O. Drug 2: C(CC(=O)O)C(=O)CN.Cl. Cell line: SF-539. Synergy scores: CSS=19.7, Synergy_ZIP=-3.40, Synergy_Bliss=-0.232, Synergy_Loewe=6.14, Synergy_HSA=1.80. (5) Drug 1: C1=CC(=CC=C1CCCC(=O)O)N(CCCl)CCCl. Drug 2: C1=CC=C(C=C1)NC(=O)CCCCCCC(=O)NO. Cell line: NCIH23. Synergy scores: CSS=57.5, Synergy_ZIP=-1.54, Synergy_Bliss=-2.09, Synergy_Loewe=0.743, Synergy_HSA=1.56.